This data is from Full USPTO retrosynthesis dataset with 1.9M reactions from patents (1976-2016). The task is: Predict the reactants needed to synthesize the given product. (1) Given the product [CH2:1]1[CH:6]([CH2:7][N:8]2[C:9](=[O:10])[CH:11]=[CH:12][C:13]2=[O:14])[CH2:5][CH2:4][CH:3]([C:15]([O:17][N:18]2[C:23](=[O:24])[CH:22]([S:25]([OH:28])(=[O:27])=[O:26])[CH2:21][C:19]2=[O:20])=[O:16])[CH2:2]1.[CH2:29]1[CH:34]([CH2:35][N:36]2[C:41](=[O:42])[CH:40]=[CH:39][C:37]2=[O:38])[CH2:33][CH2:32][CH:31]([C:43]([O:45][N:46]2[C:47](=[O:48])[CH2:49][CH2:50][C:51]2=[O:52])=[O:44])[CH2:30]1, predict the reactants needed to synthesize it. The reactants are: [CH2:1]1[CH:6]([CH2:7][N:8]2[C:13](=[O:14])[CH:12]=[CH:11][C:9]2=[O:10])[CH2:5][CH2:4][CH:3]([C:15]([O:17][N:18]2[C:23](=[O:24])[CH:22]([S:25]([OH:28])(=[O:27])=[O:26])[CH2:21][C:19]2=[O:20])=[O:16])[CH2:2]1.[CH2:29]1[CH:34]([CH2:35][N:36]2[C:41](=[O:42])[CH:40]=[CH:39][C:37]2=[O:38])[CH2:33][CH2:32][CH:31]([C:43]([O:45][N:46]2[C:51](=[O:52])[CH:50](S([O-])(=O)=O)[CH2:49][C:47]2=[O:48])=[O:44])[CH2:30]1.[Na+].C([O-])(=O)CCC([O-])=O.C(N(CC(O)=O)CC(O)=O)CN(CC(O)=O)CC(O)=O. (2) The reactants are: [CH3:1][N:2]1[CH2:24][CH2:23][C:5]2[N:6]([CH2:14][CH:15]([C:17]3[CH:22]=[CH:21][N:20]=[CH:19][CH:18]=3)[OH:16])[C:7]3[CH:8]=[CH:9][C:10]([CH3:13])=[CH:11][C:12]=3[C:4]=2[CH2:3]1.[H-].[Na+].[CH3:27][N:28]1[CH2:33][CH2:32][N:31]([C:34](Cl)=[O:35])[CH2:30][CH2:29]1. Given the product [CH3:27][N:28]1[CH2:33][CH2:32][N:31]([C:34]([O:16][CH:15]([C:17]2[CH:18]=[CH:19][N:20]=[CH:21][CH:22]=2)[CH2:14][N:6]2[C:7]3[CH:8]=[CH:9][C:10]([CH3:13])=[CH:11][C:12]=3[C:4]3[CH2:3][N:2]([CH3:1])[CH2:24][CH2:23][C:5]2=3)=[O:35])[CH2:30][CH2:29]1, predict the reactants needed to synthesize it.